The task is: Regression/Classification. Given a drug SMILES string, predict its toxicity properties. Task type varies by dataset: regression for continuous values (e.g., LD50, hERG inhibition percentage) or binary classification for toxic/non-toxic outcomes (e.g., AMES mutagenicity, cardiotoxicity, hepatotoxicity). Dataset: herg_karim.. This data is from hERG potassium channel inhibition data for cardiac toxicity prediction from Karim et al.. (1) The compound is Cc1ncoc1-c1nnc(SCCCN[C@@H]2CC[C@]3(c4ccc(C(F)(F)F)cc4F)CC23)n1C. The result is 1 (blocker). (2) The drug is Cc1ccc2c(-c3nnc(SCCCN4CC5CC5(c5ccc(Cl)cc5)C4)n3C)cccc2n1. The result is 1 (blocker). (3) The molecule is Cc1nc2ccc(F)cc2n1C1C[C@H]2CC[C@H](C1)N2CC[C@H](NC(=O)c1ccc[n+]([O-])c1)c1ccc(F)cc1. The result is 0 (non-blocker). (4) The molecule is CNc1cc(Nc2cnc(C#N)c(O[C@H](C)CN(C)C)n2)ncc1C(F)(F)F. The result is 1 (blocker). (5) The compound is O=C1COc2ccc(CNC34CCC(CCc5c(F)cnc6ccc(OCCCO)nc56)(CC3)OC4)nc2N1. The result is 1 (blocker). (6) The molecule is CN1C2CCC1CC(Nc1nc(-c3ccccc3Cl)c3c(n1)N(c1c(Cl)cccc1Cl)C(=O)NC3)C2. The result is 1 (blocker). (7) The compound is COc1ccc(CC2SC(=O)NC2=O)cc1C(=O)NCc1ccc(C(F)(F)F)cc1. The result is 0 (non-blocker). (8) The molecule is C[C@@H]1NC(c2cccc(C#N)c2)=N[C@@]1(c1ccc(F)cc1)c1ccc(F)nc1. The result is 1 (blocker). (9) The drug is O=C(Cn1cc(Nc2nncc3cc(OCCCN4CCCC4COP(=O)(O)O)ccc23)cn1)Nc1cccc(F)c1F. The result is 0 (non-blocker).